From a dataset of Forward reaction prediction with 1.9M reactions from USPTO patents (1976-2016). Predict the product of the given reaction. (1) Given the reactants [F:1][C:2]1[CH:3]=[C:4]([N:18]2[CH2:23][CH2:22][N:21](C(OC(C)(C)C)=O)[CH2:20][CH2:19]2)[CH:5]=[CH:6][C:7]=1[O:8][CH2:9][CH2:10][CH2:11][N:12]1[CH2:17][CH2:16][CH2:15][CH2:14][CH2:13]1.C(Cl)Cl, predict the reaction product. The product is: [F:1][C:2]1[CH:3]=[C:4]([N:18]2[CH2:19][CH2:20][NH:21][CH2:22][CH2:23]2)[CH:5]=[CH:6][C:7]=1[O:8][CH2:9][CH2:10][CH2:11][N:12]1[CH2:13][CH2:14][CH2:15][CH2:16][CH2:17]1. (2) Given the reactants Br[C:2]1[CH:7]=[C:6]([O:8][Si:9]([C:12]([CH3:15])([CH3:14])[CH3:13])([CH3:11])[CH3:10])[CH:5]=[CH:4][C:3]=1[CH2:16][OH:17].C1COCC1.C([Li])CCC.[F:28][C:29]([F:40])([F:39])[C:30](O[C:30](=[O:31])[C:29]([F:40])([F:39])[F:28])=[O:31], predict the reaction product. The product is: [Si:9]([O:8][C:6]1[CH:7]=[C:2]2[C:3]([CH2:16][O:17][C:30]2([C:29]([F:40])([F:39])[F:28])[OH:31])=[CH:4][CH:5]=1)([C:12]([CH3:15])([CH3:14])[CH3:13])([CH3:11])[CH3:10]. (3) Given the reactants [CH2:1]([C@@H:4]1[C@@H:8](/[CH:9]=[CH:10]/[C@@H:11]([O:24][Si:25]([CH2:30][CH3:31])([CH2:28][CH3:29])[CH2:26][CH3:27])[CH2:12][O:13][C:14]2[CH:19]=[CH:18][CH:17]=[C:16]([C:20]([F:23])([F:22])[F:21])[CH:15]=2)[C@H:7]([O:32][Si:33]([C:36]([CH3:39])([CH3:38])[CH3:37])([CH3:35])[CH3:34])[CH2:6][C@@H:5]1[OH:40])[CH:2]=[CH2:3].[C:41](O)(=[O:47])[CH2:42][CH2:43][CH2:44][CH:45]=[CH2:46].C1(N=C=NC2CCCCC2)CCCCC1, predict the reaction product. The product is: [C:41]([O:40][C@H:5]1[CH2:6][C@@H:7]([O:32][Si:33]([C:36]([CH3:37])([CH3:39])[CH3:38])([CH3:35])[CH3:34])[C@H:8](/[CH:9]=[CH:10]/[C@@H:11]([O:24][Si:25]([CH2:28][CH3:29])([CH2:26][CH3:27])[CH2:30][CH3:31])[CH2:12][O:13][C:14]2[CH:19]=[CH:18][CH:17]=[C:16]([C:20]([F:23])([F:22])[F:21])[CH:15]=2)[C@H:4]1[CH2:1][CH:2]=[CH2:3])(=[O:47])[CH2:42][CH2:43][CH2:44][CH:45]=[CH2:46].